From a dataset of Reaction yield outcomes from USPTO patents with 853,638 reactions. Predict the reaction yield, written as a fraction of the theoretical maximum amount of product (1.0 means a 100% yield; for example, 0.34 means a 34% yield). (1) The reactants are [NH2:1][C:2]1[N:10]=[CH:9][N:8]=[C:7]2[C:3]=1[N:4]=[CH:5][N:6]2[C@H:11]1[C@@H:15]2[O:16]C(C)(C)[O:18][C@@H:14]2[C@@H:13]([CH2:21][N:22]([CH3:43])[CH2:23][CH2:24][C@H:25]([NH:29][C:30]([NH:32][C:33]2[CH:38]=[CH:37][C:36]([C:39]([CH3:42])([CH3:41])[CH3:40])=[CH:35][CH:34]=2)=[O:31])[CH:26]([CH3:28])[CH3:27])[O:12]1. The catalyst is Cl.CO. The product is [NH2:1][C:2]1[N:10]=[CH:9][N:8]=[C:7]2[C:3]=1[N:4]=[CH:5][N:6]2[C@@H:11]1[O:12][C@H:13]([CH2:21][N:22]([CH3:43])[CH2:23][CH2:24][C@H:25]([NH:29][C:30]([NH:32][C:33]2[CH:38]=[CH:37][C:36]([C:39]([CH3:41])([CH3:40])[CH3:42])=[CH:35][CH:34]=2)=[O:31])[CH:26]([CH3:27])[CH3:28])[C@@H:14]([OH:18])[C@H:15]1[OH:16]. The yield is 0.510. (2) The reactants are [CH3:1][Si:2]([CH3:30])([CH3:29])[CH2:3][CH2:4][O:5][CH2:6][N:7]1[CH:11]=[CH:10][N:9]=[C:8]1[C:12]1[S:16][C:15]([C:17]2[CH:22]=[CH:21][N:20]=[C:19]([NH:23][C:24](=[O:26])[CH3:25])[CH:18]=2)=[N:14][C:13]=1[CH:27]=C.O.I([O-])(=O)(=O)=[O:33].[Na+]. The catalyst is O1CCCC1.[Os](=O)(=O)(=O)=O.O. The product is [CH:27]([C:13]1[N:14]=[C:15]([C:17]2[CH:22]=[CH:21][N:20]=[C:19]([NH:23][C:24](=[O:26])[CH3:25])[CH:18]=2)[S:16][C:12]=1[C:8]1[N:7]([CH2:6][O:5][CH2:4][CH2:3][Si:2]([CH3:1])([CH3:29])[CH3:30])[CH:11]=[CH:10][N:9]=1)=[O:33]. The yield is 0.380. (3) The reactants are [S:1]1[CH:5]=[CH:4][C:3]([CH2:6][C:7]([OH:9])=O)=[CH:2]1.[CH3:10][O:11][NH:12][CH3:13].CCN=C=NCCCN(C)C.C1C=CC2N(O)N=NC=2C=1.Cl. The catalyst is C(Cl)Cl.C([O-])(O)=O.[Na+].[Cl-].[Na+].O. The product is [CH3:10][O:11][N:12]([CH3:13])[C:7](=[O:9])[CH2:6][C:3]1[CH:4]=[CH:5][S:1][CH:2]=1. The yield is 0.766. (4) The reactants are [OH:1][CH2:2][C@@H:3]1[NH:7][C:6](=O)[C:5]([CH3:10])([CH3:9])[CH2:4]1.[H-].[Al+3].[Li+].[H-].[H-].[H-].O.[OH-].[Na+]. The catalyst is C1COCC1. The product is [CH3:9][C:5]1([CH3:10])[CH2:6][NH:7][C@@H:3]([CH2:2][OH:1])[CH2:4]1. The yield is 0.870. (5) The reactants are Br[CH:2]1[CH2:7][CH2:6][CH2:5][CH2:4][CH2:3]1.[CH3:8][O:9][C:10]1[CH:15]=[CH:14][C:13]([Mg]Br)=[CH:12][CH:11]=1.N1C=CN=CC=1. The catalyst is C1COCC1. The product is [CH3:8][O:9][C:10]1[CH:15]=[CH:14][C:13]([CH:2]2[CH2:7][CH2:6][CH2:5][CH2:4][CH2:3]2)=[CH:12][CH:11]=1. The yield is 0.960. (6) The reactants are [Cl:1][C:2]1[CH:7]=[CH:6][C:5]([Cl:8])=[CH:4][C:3]=1[OH:9].[I:10]I. The catalyst is C(Cl)Cl.S([O-])([O-])(=O)=O.[Ag+2]. The product is [Cl:1][C:2]1[CH:7]=[C:6]([I:10])[C:5]([Cl:8])=[CH:4][C:3]=1[OH:9]. The yield is 0.860. (7) The yield is 0.910. The product is [F:30][C:27]1[CH:28]=[CH:29][C:22]2=[C:23]([CH:26]=1)[O:24][CH2:25][C:19]1[CH:18]=[C:17]([CH2:16][N:8]3[C:7]4[CH:9]=[CH:10][CH:11]=[C:12]([CH2:13][OH:14])[C:6]=4[N:5]=[C:4]3[CH2:3][O:2][CH3:1])[CH:36]=[CH:35][C:20]=1/[C:21]/2=[C:31](/[CH3:34])\[C:32]#[N:33]. The reactants are [CH3:1][O:2][CH2:3][C:4]1[NH:8][C:7]2[CH:9]=[CH:10][CH:11]=[C:12]([CH2:13][OH:14])[C:6]=2[N:5]=1.Br[CH2:16][C:17]1[CH:36]=[CH:35][C:20]2/[C:21](=[C:31](/[CH3:34])\[C:32]#[N:33])/[C:22]3[CH:29]=[CH:28][C:27]([F:30])=[CH:26][C:23]=3[O:24][CH2:25][C:19]=2[CH:18]=1. No catalyst specified.